This data is from Experimentally validated miRNA-target interactions with 360,000+ pairs, plus equal number of negative samples. The task is: Binary Classification. Given a miRNA mature sequence and a target amino acid sequence, predict their likelihood of interaction. (1) The miRNA is hsa-miR-607 with sequence GUUCAAAUCCAGAUCUAUAAC. The protein sequence of the target gene is MRHSLTKLLAASGSNSPTRSESPEPAATCSLPSDLTRAAAGEEETAAAGSPGRKQQFGDEGELEAGRGSRGGVAVRAPSPEEMEEEAIASLPGEETEDMDFLSGLELADLLDPRQPDWHLDPGLSSPGPLSSSGGGSDSGGLWRGDDDDEAAAAEMQRFSDLLQRLLNGIGGCSSSSDSGSAEKRRRKSPGGGGGGGSGNDNNQAATKSPRKAAAAAARLNRLKKKEYVMGLESRVRGLAAENQELRAENRELGKRVQALQEESRYLRAVLANETGLARLLSRLSGVGLRLTTSLFRDSP.... Result: 1 (interaction). (2) The miRNA is hsa-miR-92a-3p with sequence UAUUGCACUUGUCCCGGCCUGU. The protein sequence of the target gene is MQDAENVAVPEAAEERAEPGQQQPAAEPPPAEGLLRPAGPGAPEAAGTEASSEEVGIAEAGPESEVRTEPAAEAEAASGPSESPSPPAAEELPGSHAEPPVPAQGEAPGEQARDERSDSRAQAVSEDAGGNEGRAAEAEPRALENGDADEPSFSDPEDFVDDVSEEELLGDVLKDRPQEADGIDSVIVVDNVPQVGPDRLEKLKNVIHKIFSKFGKITNDFYPEEDGKTKGYIFLEYASPAHAVDAVKNADGYKLDKQHTFRVNLFTDFDKYMTISDEWDIPEKQPFKDLGNLRYWLEEA.... Result: 1 (interaction).